From a dataset of Forward reaction prediction with 1.9M reactions from USPTO patents (1976-2016). Predict the product of the given reaction. (1) Given the reactants [C:1]([O:5][C:6]([N:8]1[C@H:12]([CH2:13][C:14]2[CH:19]=[CH:18][C:17]([C:20]3[CH:25]=[CH:24][CH:23]=[CH:22][CH:21]=3)=[CH:16][CH:15]=2)[CH2:11][C:10](=[CH2:26])[C:9]1=[O:27])=[O:7])([CH3:4])([CH3:3])[CH3:2].[OH-].[Li+].P(=O)(O)(O)[OH:31], predict the reaction product. The product is: [C:17]1([C:20]2[CH:21]=[CH:22][CH:23]=[CH:24][CH:25]=2)[CH:18]=[CH:19][C:14]([CH2:13][C@@H:12]([NH:8][C:6]([O:5][C:1]([CH3:4])([CH3:3])[CH3:2])=[O:7])[CH2:11][C:10](=[CH2:26])[C:9]([OH:27])=[O:31])=[CH:15][CH:16]=1. (2) Given the reactants [Br:1][C:2]1[CH:3]=[C:4]2[C:9](=[C:10]([NH2:12])[CH:11]=1)[N:8]=[CH:7][CH:6]=[CH:5]2.CCN(CC)CC.Cl.Cl[CH2:22][CH2:23][N:24]([CH2:32][CH2:33]Cl)[CH2:25][C:26]1[CH:31]=[CH:30][CH:29]=[CH:28][CH:27]=1, predict the reaction product. The product is: [CH2:25]([N:24]1[CH2:32][CH2:33][N:12]([C:10]2[CH:11]=[C:2]([Br:1])[CH:3]=[C:4]3[C:9]=2[N:8]=[CH:7][CH:6]=[CH:5]3)[CH2:22][CH2:23]1)[C:26]1[CH:31]=[CH:30][CH:29]=[CH:28][CH:27]=1. (3) Given the reactants [Cl:1][C:2]1[CH:7]=[CH:6][C:5]([C@H:8]2[N:15]3[C:11]([S:12][C:13]([C:19](O)=[O:20])=[C:14]3[CH:16]([CH3:18])[CH3:17])=[N:10][C@:9]2([C:23]2[CH:28]=[CH:27][C:26]([Cl:29])=[CH:25][CH:24]=2)[CH3:22])=[CH:4][CH:3]=1.[CH2:30]([NH:32][C@@H:33]1[CH2:37][CH2:36][N:35]([C:38]([O:40][C:41]([CH3:44])([CH3:43])[CH3:42])=[O:39])[CH2:34]1)[CH3:31], predict the reaction product. The product is: [Cl:1][C:2]1[CH:3]=[CH:4][C:5]([C@H:8]2[N:15]3[C:11]([S:12][C:13]([C:19]([N:32]([CH2:30][CH3:31])[C@@H:33]4[CH2:37][CH2:36][N:35]([C:38]([O:40][C:41]([CH3:43])([CH3:42])[CH3:44])=[O:39])[CH2:34]4)=[O:20])=[C:14]3[CH:16]([CH3:18])[CH3:17])=[N:10][C@:9]2([C:23]2[CH:28]=[CH:27][C:26]([Cl:29])=[CH:25][CH:24]=2)[CH3:22])=[CH:6][CH:7]=1. (4) Given the reactants Cl[CH2:2][C:3]1[N:4]=[C:5]([C:9]2[O:10][CH:11]=[CH:12][CH:13]=2)[O:6][C:7]=1[CH3:8].[OH:14][C:15]1[CH:36]=[CH:35][C:18]([CH2:19][O:20]/[N:21]=[C:22](/[C:29]2[CH:34]=[CH:33][CH:32]=[CH:31][CH:30]=2)\[CH2:23][CH2:24][C:25]([O:27][CH3:28])=[O:26])=[CH:17][CH:16]=1.C(=O)([O-])[O-].[K+].[K+].CN(C)C=O, predict the reaction product. The product is: [O:10]1[CH:11]=[CH:12][CH:13]=[C:9]1[C:5]1[O:6][C:7]([CH3:8])=[C:3]([CH2:2][O:14][C:15]2[CH:16]=[CH:17][C:18]([CH2:19][O:20]/[N:21]=[C:22](/[C:29]3[CH:30]=[CH:31][CH:32]=[CH:33][CH:34]=3)\[CH2:23][CH2:24][C:25]([O:27][CH3:28])=[O:26])=[CH:35][CH:36]=2)[N:4]=1. (5) Given the reactants [CH:1]([Si:4]([CH:16]([CH3:18])[CH3:17])([CH:13]([CH3:15])[CH3:14])[O:5][CH2:6][C:7]1[CH:11]=[CH:10][O:9][C:8]=1[CH3:12])([CH3:3])[CH3:2].C([Li])(CC)C.Cl[C:25]([O:27][CH3:28])=[O:26].[Cl-].[NH4+], predict the reaction product. The product is: [CH3:28][O:27][C:25]([C:10]1[O:9][C:8]([CH3:12])=[C:7]([CH2:6][O:5][Si:4]([CH:1]([CH3:3])[CH3:2])([CH:13]([CH3:15])[CH3:14])[CH:16]([CH3:18])[CH3:17])[CH:11]=1)=[O:26]. (6) Given the reactants Br.[NH:2]1[CH2:7][CH2:6][CH2:5][C@@H:4]([C:8]2[N:12]3[C:13]4[CH:19]=[CH:18][NH:17][C:14]=4[N:15]=[CH:16][C:11]3=[N:10][CH:9]=2)[CH2:3]1.Br.N1CCC[C@H](C2N3C4C=CNC=4N=CC3=NC=2)C1.CCN(C(C)C)C(C)C.[F:48][C:49]1([F:56])[CH2:52][CH:51]([C:53](O)=[O:54])[CH2:50]1.CCN=C=NCCCN(C)C.Cl, predict the reaction product. The product is: [CH:19]1[C:13]2[N:12]3[C:8]([C@@H:4]4[CH2:5][CH2:6][CH2:7][N:2]([C:53]([CH:51]5[CH2:52][C:49]([F:56])([F:48])[CH2:50]5)=[O:54])[CH2:3]4)=[CH:9][N:10]=[C:11]3[CH:16]=[N:15][C:14]=2[NH:17][CH:18]=1. (7) Given the reactants CC(C)([O-])C.[K+].[N+:7]([CH3:10])([O-:9])=[O:8].[Br:11][C:12]1[CH:13]=[C:14]([Cl:19])[C:15](Cl)=[N:16][CH:17]=1.[Cl-].[NH4+], predict the reaction product. The product is: [Br:11][C:12]1[CH:13]=[C:14]([Cl:19])[C:15]([CH2:10][N+:7]([O-:9])=[O:8])=[N:16][CH:17]=1. (8) The product is: [F:1][C:2]1[CH:7]=[CH:6][C:5]([CH:8]=[O:9])=[CH:4][C:3]=1[N+:10]([O-:12])=[O:11]. Given the reactants [F:1][C:2]1[CH:7]=[CH:6][C:5]([CH2:8][OH:9])=[CH:4][C:3]=1[N+:10]([O-:12])=[O:11].CC(OI1(OC(C)=O)(OC(C)=O)OC(=O)C2C=CC=CC1=2)=O, predict the reaction product. (9) Given the reactants [C:1]([CH2:3]P(=O)(OCC)OCC)#[N:2].[H-].[Na+].O=[C:15]([C:26](=[O:75])[NH:27][C:28]1[CH:29]=[N:30][N:31]([CH2:53][CH2:54][O:55][C:56]([C:69]2[CH:74]=[CH:73][CH:72]=[CH:71][CH:70]=2)([C:63]2[CH:68]=[CH:67][CH:66]=[CH:65][CH:64]=2)[C:57]2[CH:62]=[CH:61][CH:60]=[CH:59][CH:58]=2)[C:32]=1[NH:33][C:34]([C:47]1[CH:52]=[CH:51][CH:50]=[CH:49][CH:48]=1)([C:41]1[CH:46]=[CH:45][CH:44]=[CH:43][CH:42]=1)[C:35]1[CH:40]=[CH:39][CH:38]=[CH:37][CH:36]=1)[CH2:16][CH2:17][NH:18][C:19](=[O:25])[O:20][C:21]([CH3:24])([CH3:23])[CH3:22].O, predict the reaction product. The product is: [C:1](/[CH:3]=[C:15](/[C:26]([NH:27][C:28]1[CH:29]=[N:30][N:31]([CH2:53][CH2:54][O:55][C:56]([C:63]2[CH:68]=[CH:67][CH:66]=[CH:65][CH:64]=2)([C:69]2[CH:74]=[CH:73][CH:72]=[CH:71][CH:70]=2)[C:57]2[CH:58]=[CH:59][CH:60]=[CH:61][CH:62]=2)[C:32]=1[NH:33][C:34]([C:35]1[CH:40]=[CH:39][CH:38]=[CH:37][CH:36]=1)([C:47]1[CH:52]=[CH:51][CH:50]=[CH:49][CH:48]=1)[C:41]1[CH:46]=[CH:45][CH:44]=[CH:43][CH:42]=1)=[O:75])\[CH2:16][CH2:17][NH:18][C:19](=[O:25])[O:20][C:21]([CH3:22])([CH3:23])[CH3:24])#[N:2].